This data is from Peptide-MHC class I binding affinity with 185,985 pairs from IEDB/IMGT. The task is: Regression. Given a peptide amino acid sequence and an MHC pseudo amino acid sequence, predict their binding affinity value. This is MHC class I binding data. (1) The peptide sequence is FMHSAAPIT. The MHC is HLA-A02:03 with pseudo-sequence HLA-A02:03. The binding affinity (normalized) is 0.225. (2) The binding affinity (normalized) is 0.0847. The MHC is HLA-A03:01 with pseudo-sequence HLA-A03:01. The peptide sequence is YPIYGLQFH. (3) The peptide sequence is YLAPSYRNF. The MHC is HLA-A26:02 with pseudo-sequence HLA-A26:02. The binding affinity (normalized) is 0.851. (4) The peptide sequence is SAWISHRPV. The MHC is HLA-B07:02 with pseudo-sequence HLA-B07:02. The binding affinity (normalized) is 0.